This data is from Forward reaction prediction with 1.9M reactions from USPTO patents (1976-2016). The task is: Predict the product of the given reaction. (1) Given the reactants [CH3:1][O:2][C:3]([C:5]1[N:6]=[CH:7][NH:8][CH:9]=1)=[O:4].[H-].[Na+].Br[CH2:13][CH2:14][O:15][CH:16]1[CH2:21][CH2:20][CH2:19][CH2:18][O:17]1.[I-].[Li+], predict the reaction product. The product is: [CH3:1][O:2][C:3]([C:5]1[N:6]=[CH:7][N:8]([CH2:13][CH2:14][O:15][CH:16]2[CH2:21][CH2:20][CH2:19][CH2:18][O:17]2)[CH:9]=1)=[O:4]. (2) The product is: [OH:11][C:8]1[C:9]([OH:10])=[C:2]2[C:3]([CH:4]=[C:17]([C:15]([OH:16])=[O:14])[C:18](=[O:19])[O:1]2)=[CH:6][CH:7]=1. Given the reactants [OH:1][C:2]1[C:9]([OH:10])=[C:8]([OH:11])[CH:7]=[CH:6][C:3]=1[CH:4]=O.CC1(C)O[C:18](=[O:19])[CH2:17][C:15](=[O:16])[O:14]1, predict the reaction product. (3) Given the reactants C(OC([N:8]([CH3:36])[C@H:9]([C:11]([NH:13][C@@H:14]([CH:30]1[CH2:35][CH2:34][CH2:33][CH2:32][CH2:31]1)[C:15]([N:17]1[C@H:22]([C:23](OC)=[O:24])[CH2:21][N:20]2[CH2:27][CH2:28][CH2:29][C@@H:19]2[CH2:18]1)=[O:16])=[O:12])[CH3:10])=O)(C)(C)C.O.[OH-].[Li+].[NH2:40][C@H:41]1[C:49]2[C:44](=[CH:45][CH:46]=[CH:47][CH:48]=2)[CH2:43][C@H:42]1[OH:50].[Cl-:51].COC1N=C(OC)N=C([N+]2(C)CCOCC2)N=1.C(OCC)(=O)C.Cl, predict the reaction product. The product is: [ClH:51].[ClH:51].[CH:30]1([C@H:14]([NH:13][C:11](=[O:12])[C@H:9]([CH3:10])[NH:8][CH3:36])[C:15]([N:17]2[C@H:22]([C:23]([NH:40][C@H:41]3[C:49]4[C:44](=[CH:45][CH:46]=[CH:47][CH:48]=4)[CH2:43][C@H:42]3[OH:50])=[O:24])[CH2:21][N:20]3[CH2:27][CH2:28][CH2:29][C@@H:19]3[CH2:18]2)=[O:16])[CH2:35][CH2:34][CH2:33][CH2:32][CH2:31]1.